Predict the product of the given reaction. From a dataset of Forward reaction prediction with 1.9M reactions from USPTO patents (1976-2016). Given the reactants Cl.[CH:2]1([CH2:5][N:6]([C@H:15]2[CH2:20][CH2:19][C@H:18]([OH:21])[CH2:17][CH2:16]2)[C:7]([C@H:9]2[CH2:14][CH2:13][CH2:12][NH:11][CH2:10]2)=[O:8])[CH2:4][CH2:3]1.[Cl:22][C:23]1[C:24]([CH3:33])=[C:25]([S:29](Cl)(=[O:31])=[O:30])[CH:26]=[CH:27][CH:28]=1.C(N(CC)CC)C, predict the reaction product. The product is: [Cl:22][C:23]1[C:24]([CH3:33])=[C:25]([S:29]([N:11]2[CH2:12][CH2:13][CH2:14][C@H:9]([C:7]([N:6]([CH2:5][CH:2]3[CH2:3][CH2:4]3)[C@H:15]3[CH2:16][CH2:17][C@H:18]([OH:21])[CH2:19][CH2:20]3)=[O:8])[CH2:10]2)(=[O:31])=[O:30])[CH:26]=[CH:27][CH:28]=1.